Predict which catalyst facilitates the given reaction. From a dataset of Catalyst prediction with 721,799 reactions and 888 catalyst types from USPTO. (1) Reactant: [OH:1][CH2:2][CH:3]1[CH2:8][CH2:7][N:6]([C:9]([O:11][C:12]([CH3:15])([CH3:14])[CH3:13])=[O:10])[CH2:5][CH2:4]1.O.[CH3:17][S:18](Cl)(=[O:20])=[O:19]. Product: [CH3:17][S:18]([O:1][CH2:2][CH:3]1[CH2:8][CH2:7][N:6]([C:9]([O:11][C:12]([CH3:15])([CH3:14])[CH3:13])=[O:10])[CH2:5][CH2:4]1)(=[O:20])=[O:19]. The catalyst class is: 236. (2) Reactant: [Br:1][C:2]1[CH:3]=[C:4]([CH:9]=[C:10]([C:12]([CH3:15])([CH3:14])[CH3:13])[CH:11]=1)[C:5]([O:7]C)=[O:6].[OH-].[Li+:17]. Product: [Br:1][C:2]1[CH:3]=[C:4]([CH:9]=[C:10]([C:12]([CH3:15])([CH3:14])[CH3:13])[CH:11]=1)[C:5]([O-:7])=[O:6].[Li+:17]. The catalyst class is: 1. (3) Reactant: C(=O)([O-])[O-].[K+].[K+].[C:7](Cl)(=[O:9])[CH3:8].CN(C=O)C.[OH:16][C:17]1[CH:22]=[CH:21][C:20]([N:23]=[C:24]([O:34][C:35]2[CH:40]=[CH:39][CH:38]=[CH:37][CH:36]=2)[CH:25]=[CH:26][O:27][C:28]2[CH:33]=[CH:32][CH:31]=[CH:30][CH:29]=2)=[CH:19][CH:18]=1. Product: [C:7]([O:16][C:17]1[CH:22]=[CH:21][C:20]([N:23]=[C:24]([O:34][C:35]2[CH:36]=[CH:37][CH:38]=[CH:39][CH:40]=2)[CH:25]=[CH:26][O:27][C:28]2[CH:33]=[CH:32][CH:31]=[CH:30][CH:29]=2)=[CH:19][CH:18]=1)(=[O:9])[CH3:8]. The catalyst class is: 310. (4) Reactant: [C:1]([O:5][C:6]([N:8]1[CH2:13][C@H:12]([CH2:14][N:15]2[CH2:19][CH:18]([CH3:20])[CH2:17][C:16]2=[O:21])[N:11](CC2C=CC=CC=2)[CH2:10][C@H:9]1[CH3:29])=[O:7])([CH3:4])([CH3:3])[CH3:2].C(O)(=O)C. Product: [C:1]([O:5][C:6]([N:8]1[CH2:13][C@H:12]([CH2:14][N:15]2[CH2:19][CH:18]([CH3:20])[CH2:17][C:16]2=[O:21])[NH:11][CH2:10][C@H:9]1[CH3:29])=[O:7])([CH3:4])([CH3:2])[CH3:3]. The catalyst class is: 63. (5) Reactant: [CH3:1][C:2]1[CH:7]=[CH:6][C:5]([C:8]2[N:13]3[CH:14]=[CH:15][N:16]=[C:12]3[CH:11]=[C:10]([C:17]([O:19]C(C)(C)C)=[O:18])[CH:9]=2)=[CH:4][CH:3]=1.FC(F)(F)C(O)=O. Product: [CH3:1][C:2]1[CH:3]=[CH:4][C:5]([C:8]2[N:13]3[CH:14]=[CH:15][N:16]=[C:12]3[CH:11]=[C:10]([C:17]([OH:19])=[O:18])[CH:9]=2)=[CH:6][CH:7]=1. The catalyst class is: 4. (6) Reactant: [NH:1]1[CH2:6][CH2:5][CH2:4][CH2:3][CH2:2]1.[Br:7][C:8]1[CH:13]=[CH:12][C:11]([C:14]2[O:15][C:16]([CH3:26])=[C:17]([CH2:19][CH2:20]OS(C)(=O)=O)[N:18]=2)=[CH:10][CH:9]=1. Product: [Br:7][C:8]1[CH:9]=[CH:10][C:11]([C:14]2[O:15][C:16]([CH3:26])=[C:17]([CH2:19][CH2:20][N:1]3[CH2:6][CH2:5][CH2:4][CH2:3][CH2:2]3)[N:18]=2)=[CH:12][CH:13]=1. The catalyst class is: 1.